Dataset: Forward reaction prediction with 1.9M reactions from USPTO patents (1976-2016). Task: Predict the product of the given reaction. (1) Given the reactants [CH2:1]([NH:4][C:5]1[N:10]=[C:9]([NH:11][CH2:12][CH2:13][CH3:14])[N:8]=[C:7](N(C)OC)[N:6]=1)[CH2:2][CH3:3].Cl.[CH2:20]([NH:22][O:23][CH:24]([CH3:26])[CH3:25])[CH3:21], predict the reaction product. The product is: [CH2:1]([NH:4][C:5]1[N:10]=[C:9]([NH:11][CH2:12][CH2:13][CH3:14])[N:8]=[C:7]([N:22]([CH2:20][CH3:21])[O:23][CH:24]([CH3:26])[CH3:25])[N:6]=1)[CH2:2][CH3:3]. (2) Given the reactants [CH3:1][CH2:2][CH2:3][CH2:4][C:5]1[N:9]([CH2:10][C:11]2[CH:12]=[CH:13][C:14]([C:17]([OH:19])=[O:18])=[CH:15][CH:16]=2)[C:8](/[CH:20]=[C:21](/[C:28]([OH:30])=[O:29])\[CH2:22][C:23]2[S:27][CH:26]=[CH:25][CH:24]=2)=[CH:7][N:6]=1.C([O-])(=O)C.[OH-].[Na+], predict the reaction product. The product is: [CH3:1][CH2:2][CH2:3][CH2:4][C:5]1[N:9]([CH2:10][C:11]2[CH:12]=[CH:13][C:14]([C:17]([OH:19])=[O:18])=[CH:15][CH:16]=2)[C:8](/[CH:20]=[C:21](/[C:28]([OH:30])=[O:29])\[CH2:22][C:23]2[S:27][CH:26]=[CH:25][CH:24]=2)=[CH:7][N:6]=1. (3) Given the reactants C=C.[CH2:3]=[CH:4]C.[CH:6]([CH:8]1[CH2:13][CH:12]2[CH2:14][CH:9]1[CH:10]=[CH:11]2)=[CH2:7].[H][H].[Al](Cl)(CC)CC, predict the reaction product. The product is: [CH2:3]=[CH2:4].[CH2:7]=[CH:6][CH3:8].[CH:6]([CH:8]1[CH2:13][CH:12]2[CH2:14][CH:9]1[CH:10]=[CH:11]2)=[CH2:7]. (4) Given the reactants [CH3:1][C:2]1[N:7]=[CH:6][N:5]=[C:4]([N:8]2[CH2:17][CH2:16][C:11]3(OCC[O:12]3)[CH2:10][CH2:9]2)[CH:3]=1.Cl.C([O-])(O)=O.[Na+], predict the reaction product. The product is: [CH3:1][C:2]1[N:7]=[CH:6][N:5]=[C:4]([N:8]2[CH2:17][CH2:16][C:11](=[O:12])[CH2:10][CH2:9]2)[CH:3]=1. (5) The product is: [NH3:8].[CH3:9][OH:10].[Br:1][C:2]1[CH:7]=[CH:6][C:5]([NH:8][C:9]([N:33]2[CH2:34][CH2:35][N:30]([C:28]([C@H:17]3[CH2:16][N:15]([C:11]([CH3:14])([CH3:13])[CH3:12])[CH2:20][CH2:19][NH:18]3)=[O:29])[CH2:31][CH2:32]2)=[O:10])=[CH:4][CH:3]=1. Given the reactants [Br:1][C:2]1[CH:7]=[CH:6][C:5]([N:8]=[C:9]=[O:10])=[CH:4][CH:3]=1.[C:11]([N:15]1[CH2:20][CH2:19][N:18](C(OC(C)(C)C)=O)[C@@H:17]([C:28]([N:30]2[CH2:35][CH2:34][NH:33][CH2:32][CH2:31]2)=[O:29])[CH2:16]1)([CH3:14])([CH3:13])[CH3:12], predict the reaction product. (6) Given the reactants Br[C:2]1[CH:3]=[CH:4][C:5]2[CH:6]=[CH:7][C:8]3[C:13]([C:14]=2[CH:15]=1)=[CH:12][C:11]([Cl:16])=[CH:10][CH:9]=3.C[Li].C([Li])CCC.[CH:24]1([CH:27]=[O:28])[CH2:26][CH2:25]1, predict the reaction product. The product is: [Cl:16][C:11]1[CH:12]=[C:13]2[C:8](=[CH:9][CH:10]=1)[CH:7]=[CH:6][C:5]1[CH:4]=[CH:3][C:2]([CH:27]([CH:24]3[CH2:26][CH2:25]3)[OH:28])=[CH:15][C:14]2=1.